From a dataset of NCI-60 drug combinations with 297,098 pairs across 59 cell lines. Regression. Given two drug SMILES strings and cell line genomic features, predict the synergy score measuring deviation from expected non-interaction effect. (1) Synergy scores: CSS=-2.83, Synergy_ZIP=-2.33, Synergy_Bliss=-6.87, Synergy_Loewe=-6.63, Synergy_HSA=-6.82. Cell line: EKVX. Drug 1: CC(C1=C(C=CC(=C1Cl)F)Cl)OC2=C(N=CC(=C2)C3=CN(N=C3)C4CCNCC4)N. Drug 2: CN(C(=O)NC(C=O)C(C(C(CO)O)O)O)N=O. (2) Drug 2: N.N.Cl[Pt+2]Cl. Synergy scores: CSS=70.0, Synergy_ZIP=-4.07, Synergy_Bliss=-2.24, Synergy_Loewe=-19.6, Synergy_HSA=0.120. Cell line: NCI-H522. Drug 1: CN1C2=C(C=C(C=C2)N(CCCl)CCCl)N=C1CCCC(=O)O.Cl. (3) Drug 1: CC1C(C(=O)NC(C(=O)N2CCCC2C(=O)N(CC(=O)N(C(C(=O)O1)C(C)C)C)C)C(C)C)NC(=O)C3=C4C(=C(C=C3)C)OC5=C(C(=O)C(=C(C5=N4)C(=O)NC6C(OC(=O)C(N(C(=O)CN(C(=O)C7CCCN7C(=O)C(NC6=O)C(C)C)C)C)C(C)C)C)N)C. Drug 2: CCCCC(=O)OCC(=O)C1(CC(C2=C(C1)C(=C3C(=C2O)C(=O)C4=C(C3=O)C=CC=C4OC)O)OC5CC(C(C(O5)C)O)NC(=O)C(F)(F)F)O. Cell line: MDA-MB-231. Synergy scores: CSS=67.4, Synergy_ZIP=17.4, Synergy_Bliss=19.9, Synergy_Loewe=16.5, Synergy_HSA=17.0. (4) Drug 1: CC1C(C(CC(O1)OC2CC(CC3=C2C(=C4C(=C3O)C(=O)C5=C(C4=O)C(=CC=C5)OC)O)(C(=O)CO)O)N)O.Cl. Cell line: HCT116. Drug 2: CN(CCCl)CCCl.Cl. Synergy scores: CSS=50.6, Synergy_ZIP=-1.66, Synergy_Bliss=-1.09, Synergy_Loewe=-2.32, Synergy_HSA=1.31. (5) Drug 1: C1=CC(=CC=C1CC(C(=O)O)N)N(CCCl)CCCl.Cl. Drug 2: C1=CC(=CC=C1CCCC(=O)O)N(CCCl)CCCl. Cell line: BT-549. Synergy scores: CSS=31.4, Synergy_ZIP=-9.01, Synergy_Bliss=0.861, Synergy_Loewe=-1.07, Synergy_HSA=1.69. (6) Drug 1: C1=NC2=C(N1)C(=S)N=C(N2)N. Drug 2: C1CC(C1)(C(=O)O)C(=O)O.[NH2-].[NH2-].[Pt+2]. Cell line: HOP-62. Synergy scores: CSS=37.4, Synergy_ZIP=-12.3, Synergy_Bliss=-9.78, Synergy_Loewe=-7.82, Synergy_HSA=-5.01.